From a dataset of Catalyst prediction with 721,799 reactions and 888 catalyst types from USPTO. Predict which catalyst facilitates the given reaction. (1) Reactant: [CH3:1][C:2]1[O:3][C:4]2[CH:10]=[C:9](B3OC(C)(C)C(C)(C)O3)[CH:8]=[CH:7][C:5]=2[N:6]=1.[Cl:20][C:21]1[N:22]=[C:23]([Cl:39])[C:24]2[C:29](I)=[CH:28][N:27]([CH2:31][O:32][CH2:33][CH2:34][Si:35]([CH3:38])([CH3:37])[CH3:36])[C:25]=2[N:26]=1.C(=O)([O-])[O-].[Na+].[Na+].ClCCl. Product: [Cl:20][C:21]1[N:22]=[C:23]([Cl:39])[C:24]2[C:29]([C:9]3[CH:8]=[CH:7][C:5]4[N:6]=[C:2]([CH3:1])[O:3][C:4]=4[CH:10]=3)=[CH:28][N:27]([CH2:31][O:32][CH2:33][CH2:34][Si:35]([CH3:37])([CH3:36])[CH3:38])[C:25]=2[N:26]=1. The catalyst class is: 127. (2) Reactant: [Br:1][C:2]1[CH:3]=[CH:4][C:5]2[C:13](=[O:14])[C:12](=[O:15])[C:11]3[N:10]([CH2:16][C:17]([O:19]C(C)(C)C)=[O:18])[C:9]([CH3:24])=[C:8]([C:25]([O:27][CH2:28][CH3:29])=[O:26])[C:7]=3[C:6]=2[CH:30]=1.FC(F)(F)C(O)=O. Product: [Br:1][C:2]1[CH:3]=[CH:4][C:5]2[C:13](=[O:14])[C:12](=[O:15])[C:11]3[N:10]([CH2:16][C:17]([OH:19])=[O:18])[C:9]([CH3:24])=[C:8]([C:25]([O:27][CH2:28][CH3:29])=[O:26])[C:7]=3[C:6]=2[CH:30]=1. The catalyst class is: 2.